Dataset: hERG Central: cardiac toxicity at 1µM, 10µM, and general inhibition. Task: Predict hERG channel inhibition at various concentrations. (1) Results: hERG_inhib (hERG inhibition (general)): blocker. The compound is Cc1cc(Nc2cccc(O)c2)c2ccccc2n1.Cl. (2) The drug is O=C(CCCCCn1c(=O)[nH]c2ccccc2c1=O)NCCCN1CCN(c2ccccc2F)CC1. Results: hERG_inhib (hERG inhibition (general)): blocker. (3) The drug is COc1cccc(-c2ccc(NC(=O)C3CCCN(Cc4cnc(C)n4C)C3)cc2)c1. Results: hERG_inhib (hERG inhibition (general)): blocker. (4) The molecule is O=C(NC1CC2CCCC(C1)N2Cc1cccs1)c1ccc([N+](=O)[O-])cc1. Results: hERG_inhib (hERG inhibition (general)): blocker. (5) The compound is CCCCn1nc(NC(=O)COC)c2cc3cc(OC)ccc3nc21. Results: hERG_inhib (hERG inhibition (general)): blocker.